This data is from Full USPTO retrosynthesis dataset with 1.9M reactions from patents (1976-2016). The task is: Predict the reactants needed to synthesize the given product. (1) The reactants are: Br[CH2:2][C:3](=[O:8])[C:4]([F:7])([F:6])[F:5].[N:9]#[C:10][NH2:11].C([O-])(=O)C.[Na+].C(=O)(O)[O-].[Na+]. Given the product [F:5][C:4]([F:7])([F:6])[C:3]1[O:8][C:10]([NH2:11])=[N:9][CH:2]=1, predict the reactants needed to synthesize it. (2) Given the product [CH2:2]1[C:3]2[C:12]3[C:7](=[CH:8][CH:9]=[CH:10][C:11]=3[CH2:13][O:14]1)[CH:6]=[CH:5][CH:4]=2, predict the reactants needed to synthesize it. The reactants are: O[CH2:2][C:3]1[CH:4]=[CH:5][CH:6]=[C:7]2[C:12]=1[C:11]([CH2:13][OH:14])=[CH:10][CH:9]=[CH:8]2.P(=O)(O)(O)O.O. (3) Given the product [CH3:14][C:12]1[C:11]([C:15]([F:16])([F:17])[F:18])=[CH:10][C:9]2[NH:19][C:26](=[O:43])[CH2:27][C:28]([C:30]3[CH:35]=[CH:34][CH:33]=[C:32]([C:36]4[CH:41]=[C:40]([CH3:42])[N:39]=[CH:38][N:37]=4)[CH:31]=3)=[N:7][C:8]=2[CH:13]=1, predict the reactants needed to synthesize it. The reactants are: C(OC(=O)[NH:7][C:8]1[CH:13]=[C:12]([CH3:14])[C:11]([C:15]([F:18])([F:17])[F:16])=[CH:10][C:9]=1[NH2:19])(C)(C)C.C(O[C:26](=[O:43])[CH2:27][C:28]([C:30]1[CH:35]=[CH:34][CH:33]=[C:32]([C:36]2[CH:41]=[C:40]([CH3:42])[N:39]=[CH:38][N:37]=2)[CH:31]=1)=O)(C)(C)C. (4) Given the product [NH2:11][C:10]1[CH:9]=[CH:8][C:7]([N:14]2[CH2:19][CH2:18][N:17]([C:20](=[O:22])[CH3:21])[CH2:16][CH2:15]2)=[CH:6][C:5]=1[O:4][CH2:1][CH2:2][CH3:3], predict the reactants needed to synthesize it. The reactants are: [CH2:1]([O:4][C:5]1[CH:6]=[C:7]([N:14]2[CH2:19][CH2:18][N:17]([C:20](=[O:22])[CH3:21])[CH2:16][CH2:15]2)[CH:8]=[CH:9][C:10]=1[N+:11]([O-])=O)[CH2:2][CH3:3]. (5) Given the product [N:8]1[C:7]2[CH2:9][NH:10][CH2:11][C:6]=2[CH:5]=[N:4][C:3]=1[C:1]#[N:2], predict the reactants needed to synthesize it. The reactants are: [C:1]([C:3]1[N:4]=[CH:5][C:6]2[CH2:11][N:10](C(OC(C)(C)C)=O)[CH2:9][C:7]=2[N:8]=1)#[N:2]. (6) Given the product [CH3:1][C:2]1[C:11]2[C:6](=[CH:7][C:8]([CH3:12])=[CH:9][CH:10]=2)[C:5]([NH2:13])=[CH:4][CH:3]=1, predict the reactants needed to synthesize it. The reactants are: [CH3:1][C:2]1[C:11]2[C:6](=[CH:7][C:8]([CH3:12])=[CH:9][CH:10]=2)[C:5]([N+:13]([O-])=O)=[CH:4][CH:3]=1. (7) Given the product [C@H:1]([C@@H:5]1[N:10]([C:30]([C:27]2[CH:26]=[C:25]([C:22]3[CH:23]=[CH:24][C:19]([F:18])=[CH:20][CH:21]=3)[O:29][N:28]=2)=[O:31])[CH2:9][C@H:8]([C:11]2[CH:12]=[CH:13][CH:14]=[CH:15][CH:16]=2)[NH:7][C:6]1=[O:17])([CH2:3][CH3:4])[CH3:2], predict the reactants needed to synthesize it. The reactants are: [C@H:1]([C@@H:5]1[NH:10][CH2:9][C@H:8]([C:11]2[CH:16]=[CH:15][CH:14]=[CH:13][CH:12]=2)[NH:7][C:6]1=[O:17])([CH2:3][CH3:4])[CH3:2].[F:18][C:19]1[CH:24]=[CH:23][C:22]([C:25]2[O:29][N:28]=[C:27]([C:30](O)=[O:31])[CH:26]=2)=[CH:21][CH:20]=1.C([C@@H]1N(C(=O)/C=C/C2C=CC=CC=2)C[C@H](CC(C)C)NC1=O)C(C)C. (8) Given the product [NH2:22][C:21]1[S:20][C:18]2[CH:19]=[C:13]([CH2:1][CH2:2][CH2:3][CH2:4][CH2:5][CH2:6][CH2:7][CH2:8][CH2:9][CH2:10][CH2:11][CH3:12])[CH:14]=[CH:15][C:16]=2[N:17]=1, predict the reactants needed to synthesize it. The reactants are: [CH2:1]([C:13]1[CH:19]=[CH:18][C:16]([NH2:17])=[CH:15][CH:14]=1)[CH2:2][CH2:3][CH2:4][CH2:5][CH2:6][CH2:7][CH2:8][CH2:9][CH2:10][CH2:11][CH3:12].[S-:20][C:21]#[N:22].[K+].BrBr.O.